Dataset: Cav3 T-type calcium channel HTS with 100,875 compounds. Task: Binary Classification. Given a drug SMILES string, predict its activity (active/inactive) in a high-throughput screening assay against a specified biological target. (1) The compound is O=C1N(C(=O)NC21C(CCCC2)C)CC(=O)c1c(n(C(COC)C)c(c1)C)C. The result is 0 (inactive). (2) The molecule is s\1\c(n(c2c(cccc2)C)c(=O)c1=C\c1occc1)=C(/C(=O)Nc1ccccc1)C#N. The result is 0 (inactive). (3) The compound is S(=O)(=O)(N1C(CN(S(=O)(=O)c2ccc(OCC)cc2)CC1)C)c1ccc(OCC)cc1. The result is 0 (inactive). (4) The molecule is O=C(N1CC(CCC1)c1ccccc1)c1occc1. The result is 0 (inactive).